This data is from Experimentally validated miRNA-target interactions with 360,000+ pairs, plus equal number of negative samples. The task is: Binary Classification. Given a miRNA mature sequence and a target amino acid sequence, predict their likelihood of interaction. The miRNA is hsa-miR-6759-3p with sequence UGACCUUUGCCUCUCCCCUCAG. The protein sequence of the target gene is MGQEFSWEEAEAAGEIDVAELQEWYKKFVMECPSGTLFMHEFKRFFKVTDDEEASQYVEGMFRAFDKNGDNTIDFLEYVAALNLVLRGTLEHKLKWTFKIYDKDGNGCIDRLELLNIVEGIYQLKKACRRELQTEQGQLLTPEEVVDRIFLLVDENGDGQLSLNEFVEGARRDKWVMKMLQMDMNPSSWLAQQRRKSAMF. Result: 0 (no interaction).